This data is from Peptide-MHC class II binding affinity with 134,281 pairs from IEDB. The task is: Regression. Given a peptide amino acid sequence and an MHC pseudo amino acid sequence, predict their binding affinity value. This is MHC class II binding data. (1) The peptide sequence is GTVVMQVKVSKGAPC. The MHC is HLA-DQA10501-DQB10303 with pseudo-sequence HLA-DQA10501-DQB10303. The binding affinity (normalized) is 0.271. (2) The MHC is DRB1_0901 with pseudo-sequence DRB1_0901. The binding affinity (normalized) is 0.719. The peptide sequence is RNFQKVNPEGLIKEF.